Task: Predict the reactants needed to synthesize the given product.. Dataset: Full USPTO retrosynthesis dataset with 1.9M reactions from patents (1976-2016) The reactants are: [CH3:1][C:2]1[N:10]=[CH:9][CH:8]=[CH:7][C:3]=1[C:4](Cl)=[O:5].CCN(C(C)C)C(C)C.[NH2:20][C:21]1[CH:29]=[CH:28][C:24]([C:25]([OH:27])=[O:26])=[CH:23][C:22]=1[OH:30]. Given the product [OH:30][C:22]1[CH:23]=[C:24]([CH:28]=[CH:29][C:21]=1[NH:20][C:4]([C:3]1[C:2]([CH3:1])=[N:10][CH:9]=[CH:8][CH:7]=1)=[O:5])[C:25]([OH:27])=[O:26], predict the reactants needed to synthesize it.